Dataset: Reaction yield outcomes from USPTO patents with 853,638 reactions. Task: Predict the reaction yield, written as a fraction of the theoretical maximum amount of product (1.0 means a 100% yield; for example, 0.34 means a 34% yield). (1) The reactants are CS(Cl)(=O)=O.O[CH2:7][CH2:8][C:9]1[CH:10]=[C:11]2[C:16](=[CH:17][CH:18]=1)[CH:15]=[C:14]([N:19]1[CH:24]=[CH:23][C:22]([CH3:25])=[CH:21][C:20]1=[O:26])[CH:13]=[CH:12]2.C(N(CC)CC)C.S([O-])(=O)(=O)C.[CH3:39][C@@H:40]1[CH2:44][CH2:43][CH2:42][NH:41]1.C(=O)([O-])[O-].[Cs+].[Cs+].Cl.O1CCOCC1. The catalyst is C1COCC1.C(#N)C.CCOCC. The product is [CH3:25][C:22]1[CH:23]=[CH:24][N:19]([C:14]2[CH:13]=[CH:12][C:11]3[C:16](=[CH:17][CH:18]=[C:9]([CH2:8][CH2:7][N:41]4[CH2:42][CH2:43][CH2:44][C@H:40]4[CH3:39])[CH:10]=3)[CH:15]=2)[C:20](=[O:26])[CH:21]=1. The yield is 0.160. (2) The reactants are [C:1]([C:3]1[CH:4]=[CH:5][C:6]([S:25][C:26]2[CH:31]=[C:30]([Cl:32])[CH:29]=[C:28]([Cl:33])[CH:27]=2)=[C:7]([S:9]([N:12]2[CH2:17][CH2:16][N:15](C(OC(C)(C)C)=O)[CH2:14][CH2:13]2)(=[O:11])=[O:10])[CH:8]=1)#[N:2].Cl. The catalyst is O1CCOCC1. The product is [ClH:32].[Cl:33][C:28]1[CH:27]=[C:26]([S:25][C:6]2[CH:5]=[CH:4][C:3]([C:1]#[N:2])=[CH:8][C:7]=2[S:9]([N:12]2[CH2:13][CH2:14][NH:15][CH2:16][CH2:17]2)(=[O:10])=[O:11])[CH:31]=[C:30]([Cl:32])[CH:29]=1. The yield is 0.966. (3) The reactants are [NH:1]1[CH:5]=[CH:4][N:3]=[C:2]1[C@H:6]1[C@H:15]2[CH2:16][CH2:17][N:18]([C:19]([C@H:21]3[CH2:26][CH2:25][CH2:24][CH2:23][C@H:22]3[NH:27][C:28](=[O:35])[C:29]3[CH:34]=[CH:33][CH:32]=[CH:31][CH:30]=3)=[O:20])[C@H:14]2[C:13]2[CH:12]=[CH:11][CH:10]=[CH:9][C:8]=2[NH:7]1.[H-].[Na+].[CH3:38]I.O. The catalyst is CN(C=O)C. The product is [CH3:38][N:1]1[CH:5]=[CH:4][N:3]=[C:2]1[C@H:6]1[C@H:15]2[CH2:16][CH2:17][N:18]([C:19]([C@H:21]3[CH2:26][CH2:25][CH2:24][CH2:23][C@H:22]3[NH:27][C:28](=[O:35])[C:29]3[CH:30]=[CH:31][CH:32]=[CH:33][CH:34]=3)=[O:20])[C@H:14]2[C:13]2[CH:12]=[CH:11][CH:10]=[CH:9][C:8]=2[NH:7]1. The yield is 0.630. (4) The reactants are [OH:1][C@:2]12[CH2:18][CH2:17][C@H:16]([C:19]3[CH:20]=[CH:21][C:22](=[O:25])[O:23][CH:24]=3)[C@@:15]1([CH3:26])[CH2:14][CH2:13][C@H:12]1[C@H:3]2[CH2:4][CH2:5][C@H:6]2[C@:11]1([CH3:27])[CH2:10][CH2:9][CH:8]([NH:28][CH3:29])[CH2:7]2.CCN(C(C)C)C(C)C.[C:39](Cl)(=[O:42])[O:40][CH3:41]. The catalyst is C(Cl)Cl. The product is [CH3:41][O:40][C:39](=[O:42])[N:28]([CH:8]1[CH2:7][C@@H:6]2[C@@:11]([CH3:27])([C@@H:12]3[C@@H:3]([CH2:4][CH2:5]2)[C@:2]2([OH:1])[C@@:15]([CH3:26])([C@@H:16]([C:19]4[CH:20]=[CH:21][C:22](=[O:25])[O:23][CH:24]=4)[CH2:17][CH2:18]2)[CH2:14][CH2:13]3)[CH2:10][CH2:9]1)[CH3:29]. The yield is 0.384. (5) The reactants are [CH2:1]([O:3][C:4]1[CH:5]=[C:6]([CH:14]2[C:19]([C:20]3[CH:21]=[C:22]([CH:25]=[CH:26][CH:27]=3)C#N)=C(C3C=CC=CC=3)[NH:17][C:16](=[O:34])[NH:15]2)[CH:7]=[C:8]([N+]([O-])=O)[C:9]=1[OH:10])C.[CH2:35]([O:37][C:38]1[CH:39]=[C:40]([CH:43]=[C:44]([N+:47]([O-:49])=[O:48])[C:45]=1[OH:46])[CH:41]=O)[CH3:36].NC(N)=O.Cl. The catalyst is C(O)C. The product is [O:10]1[C:9]2[CH:8]=[CH:7][C:6]([C:14]3[NH:15][C:16](=[O:34])[NH:17][CH:41]([C:40]4[CH:43]=[C:44]([N+:47]([O-:49])=[O:48])[C:45]([OH:46])=[C:38]([O:37][CH2:35][CH3:36])[CH:39]=4)[C:19]=3[C:20]3[CH:27]=[CH:26][CH:25]=[CH:22][CH:21]=3)=[CH:5][C:4]=2[O:3][CH2:1]1. The yield is 0.117.